This data is from Forward reaction prediction with 1.9M reactions from USPTO patents (1976-2016). The task is: Predict the product of the given reaction. Given the reactants [Cl:1][C:2]1[CH:3]=[C:4]([CH:20]=[CH:21][C:22]=1[Cl:23])[CH2:5][C:6]1[C:11](=[O:12])[N:10]2[CH:13]=[C:14]([C:17](O)=[O:18])[CH:15]=[CH:16][C:9]2=[N:8][CH:7]=1.C(N1C=CN=C1)(N1C=CN=C1)=O.[OH:36][CH2:37][CH2:38][NH2:39], predict the reaction product. The product is: [Cl:1][C:2]1[CH:3]=[C:4]([CH:20]=[CH:21][C:22]=1[Cl:23])[CH2:5][C:6]1[C:11](=[O:12])[N:10]2[CH:13]=[C:14]([C:17]([NH:39][CH2:38][CH2:37][OH:36])=[O:18])[CH:15]=[CH:16][C:9]2=[N:8][CH:7]=1.